From a dataset of Experimentally validated miRNA-target interactions with 360,000+ pairs, plus equal number of negative samples. Binary Classification. Given a miRNA mature sequence and a target amino acid sequence, predict their likelihood of interaction. (1) The miRNA is hsa-miR-371a-5p with sequence ACUCAAACUGUGGGGGCACU. The protein sequence of the target gene is MSPESKKLFNIIILGVAFMFMFTAFQTCGNVAQTVIRSLNRTDFHGSGYTSMAIIYGVFSASNLITPSVVAIVGPQLSMFASGLFYSMYIAVFIQPFPWSFYTASVFIGIAAAVLWTAQGNCLTINSDEHSIGRNSGIFWALLQSSLFFGNLYIYFAWQGKTQISESDRRTVFIALTVISLVGTVLFFLIRKPDSENVLGEDESSDDQDMEVNESAQNNLTKAVDAFKKSFKLCVTKEMLLLSITTAYTGLELTFFSGVYGTCIGATNKFGAEEKSLIGLSGIFIGIGEILGGSLFGLLS.... Result: 1 (interaction). (2) The miRNA is hsa-miR-449a with sequence UGGCAGUGUAUUGUUAGCUGGU. The protein sequence of the target gene is MPPPAEVTDPSHAPAVLRQLNEQRLRGLFCDVTLIAGDTKFPAHRSVLAASSPFFREALLTSAPLPLPPATGGAAPNPATTTAASSSSSSSSSSSSSSSSASSSSSSSSSSPPPASPPASSPPRVLELPGVPAAAFSDVLNFIYSARLALPGGGGDGAAVAEIGALGRRLGISRLQGLGEGGDAWVPPTPAPMATSQPEEDSFGPGPRPAGEWEGDRAEAQAPDLQCSLPRRPLPCPQCGKSFIHPKRLQTHEAQCRRGASTRGSTGLGAGGAGPGGPAGVDASALPPPVGFRGGPEHVV.... Result: 0 (no interaction). (3) The miRNA is hsa-miR-933 with sequence UGUGCGCAGGGAGACCUCUCCC. The protein sequence of the target gene is MREPALAASAMAYHPFHAPRPADFPMSAFLAAAQPSFFPALALPPGALAKPLPDPGLAGAAAAAAAAAAAAEAGLHVSALGPHPPAAHLRSLKSLEPEDEVEDDPKVTLEAKELWDQFHKLGTEMVITKSGRRMFPPFKVRVSGLDKKAKYILLMDIVAADDCRYKFHNSRWMVAGKADPEMPKRMYIHPDSPATGEQWMAKPVAFHKLKLTNNISDKHGFTILNSMHKYQPRFHIVRANDILKLPYSTFRTYVFPETDFIAVTAYQNDKITQLKIDNNPFAKGFRDTGNGRREKRKQLT.... Result: 0 (no interaction). (4) The miRNA is hsa-miR-4536-3p with sequence UCGUGCAUAUAUCUACCACAU. The protein sequence of the target gene is MKVSAALLCLLLIAATFIPQGLAQPDAINAPVTCCYNFTNRKISVQRLASYRRITSSKCPKEAVIFKTIVAKEICADPKQKWVQDSMDHLDKQTQTPKT. Result: 0 (no interaction).